This data is from Reaction yield outcomes from USPTO patents with 853,638 reactions. The task is: Predict the reaction yield, written as a fraction of the theoretical maximum amount of product (1.0 means a 100% yield; for example, 0.34 means a 34% yield). (1) The reactants are Br[C:2]1[CH:3]=[N:4][CH:5]=[C:6]2[C:11]=1[N:10]=[C:9]([C:12]([NH:14][CH2:15][C:16]([F:19])([F:18])[F:17])=[O:13])[CH:8]=[CH:7]2.[F:20][C:21]1[CH:26]=[C:25]([F:27])[CH:24]=[CH:23][C:22]=1B(O)O.C(=O)([O-])[O-].[Cs+].[Cs+]. The catalyst is O1CCOCC1.O.C1(P([C-]2C=CC=C2)C2C=CC=CC=2)C=CC=CC=1.[C-]1(P(C2C=CC=CC=2)C2C=CC=CC=2)C=CC=C1.[Fe+2].[Pd](Cl)Cl. The product is [F:20][C:21]1[CH:26]=[C:25]([F:27])[CH:24]=[CH:23][C:22]=1[C:2]1[CH:3]=[N:4][CH:5]=[C:6]2[C:11]=1[N:10]=[C:9]([C:12]([NH:14][CH2:15][C:16]([F:19])([F:18])[F:17])=[O:13])[CH:8]=[CH:7]2. The yield is 0.690. (2) The reactants are [N+](C1C=C([N+]([O-])=O)C=CC=1[O-])([O-])=O.[NH2:14][N+:15]1[CH:20]=[CH:19][C:18]2[O:21][C:22]([CH3:24])=[CH:23][C:17]=2[CH:16]=1.C(=O)([O-])[O-].[K+].[K+].[C:31]([O:37][CH2:38][CH3:39])(=[O:36])[C:32]#[C:33][CH2:34][CH3:35]. The catalyst is CN(C)C=O.O. The product is [CH2:34]([C:33]1[C:32]([C:31]([O:37][CH2:38][CH3:39])=[O:36])=[C:16]2[C:17]3[CH:23]=[C:22]([CH3:24])[O:21][C:18]=3[CH:19]=[CH:20][N:15]2[N:14]=1)[CH3:35]. The yield is 0.380. (3) The reactants are [Cl:1][C:2]1[C:3]([N:8]2[C:12]([C:13]3[O:26][C:25](=[O:27])[C:24]4[C:23]5[C:18](=[CH:19][CH:20]=[CH:21][N:22]=5)[CH:17]=[CH:16][C:15]=4[N:14]=3)=[CH:11][C:10]([C:28]([F:31])([F:30])[F:29])=[N:9]2)=[N:4][CH:5]=[CH:6][CH:7]=1.C(#N)C.O.[CH:36]([NH2:39])([CH3:38])[CH3:37]. The catalyst is [Cl-].[Na+].O. The product is [CH:36]([NH:39][C:25]([C:24]1[C:15]([NH:14][C:13]([C:12]2[N:8]([C:3]3[C:2]([Cl:1])=[CH:7][CH:6]=[CH:5][N:4]=3)[N:9]=[C:10]([C:28]([F:31])([F:29])[F:30])[CH:11]=2)=[O:26])=[CH:16][CH:17]=[C:18]2[C:23]=1[N:22]=[CH:21][CH:20]=[CH:19]2)=[O:27])([CH3:38])[CH3:37]. The yield is 0.700. (4) The reactants are [Br:1][C:2]1[C:3]([O:12][CH3:13])=[CH:4][C:5]([O:10][CH3:11])=[C:6]([CH:9]=1)[CH:7]=[O:8].[CH2:14](O)[CH2:15][OH:16]. The catalyst is C1C=CC=CC=1.C1(C)C=CC(S(O)(=O)=O)=CC=1. The product is [Br:1][C:2]1[C:3]([O:12][CH3:13])=[CH:4][C:5]([O:10][CH3:11])=[C:6]([CH:7]2[O:16][CH2:15][CH2:14][O:8]2)[CH:9]=1. The yield is 0.920.